Dataset: Forward reaction prediction with 1.9M reactions from USPTO patents (1976-2016). Task: Predict the product of the given reaction. Given the reactants [CH3:1][C:2]1([CH3:21])[CH2:7][CH:6]([NH:8][CH:9]2[CH2:14][C:13]([CH3:16])([CH3:15])[NH:12][C:11]([CH3:18])([CH3:17])[CH2:10]2)[CH2:5][C:4]([CH3:20])([CH3:19])[NH:3]1.[N:22]1[C:29](F)=[N:28][C:26](F)=[N:25][C:23]=1[F:24], predict the reaction product. The product is: [F:24][C:23]1[N:22]=[C:29]([N:8]([CH:9]2[CH2:14][C:13]([CH3:16])([CH3:15])[NH:12][C:11]([CH3:18])([CH3:17])[CH2:10]2)[CH:6]2[CH2:7][C:2]([CH3:21])([CH3:1])[NH:3][C:4]([CH3:20])([CH3:19])[CH2:5]2)[N:28]=[C:26]([N:8]([CH:6]2[CH2:5][C:4]([CH3:20])([CH3:19])[NH:3][C:2]([CH3:21])([CH3:1])[CH2:7]2)[CH:9]2[CH2:14][C:13]([CH3:16])([CH3:15])[NH:12][C:11]([CH3:17])([CH3:18])[CH2:10]2)[N:25]=1.